Dataset: Catalyst prediction with 721,799 reactions and 888 catalyst types from USPTO. Task: Predict which catalyst facilitates the given reaction. (1) Reactant: C(OC(=O)[NH:7][C:8]1[CH:13]=[C:12]([Cl:14])[C:11]([C:15]2[S:16][C:17]3[C:18]([NH:25][C:26]4[CH:31]=[C:30]([CH2:32][OH:33])[N:29]=[CH:28][N:27]=4)=[N:19][CH:20]=[C:21]([F:24])[C:22]=3[N:23]=2)=[C:10]([Cl:34])[CH:9]=1)(C)(C)C.C(Cl)[Cl:37]. Product: [ClH:14].[ClH:37].[NH2:7][C:8]1[CH:13]=[C:12]([Cl:14])[C:11]([C:15]2[S:16][C:17]3[C:18]([NH:25][C:26]4[N:27]=[CH:28][N:29]=[C:30]([CH2:32][OH:33])[CH:31]=4)=[N:19][CH:20]=[C:21]([F:24])[C:22]=3[N:23]=2)=[C:10]([Cl:34])[CH:9]=1. The catalyst class is: 33. (2) Reactant: [CH3:1][O:2][CH:3]=[CH:4][C:5]([O:7][Si](C)(C)C)=[CH2:6].[C:12]([O:16][CH2:17][CH3:18])(=[O:15])C=O.O.FC(F)(F)C(O)=O. Product: [CH2:17]([O:16][C:12]([CH:1]1[CH2:6][C:5](=[O:7])[CH:4]=[CH:3][O:2]1)=[O:15])[CH3:18]. The catalyst class is: 182. (3) Reactant: [C:1]([NH:4][C:5]1[CH:20]=[CH:19][C:8]([C:9]([NH:11][CH2:12][CH2:13][N:14]([CH2:17][CH3:18])[CH2:15][CH3:16])=[O:10])=[C:7]([O:21][CH3:22])[CH:6]=1)(=[O:3])[CH3:2].[C:23](=O)([O-])[O-].[Cs+].[Cs+].[I:29]C. Product: [I-:29].[C:1]([NH:4][C:5]1[CH:20]=[CH:19][C:8]([C:9]([NH:11][CH2:12][CH2:13][N+:14]([CH2:15][CH3:16])([CH2:17][CH3:18])[CH3:23])=[O:10])=[C:7]([O:21][CH3:22])[CH:6]=1)(=[O:3])[CH3:2]. The catalyst class is: 9. (4) Reactant: [Cl:1][C:2]1[N:7]=[C:6]([NH:8][CH3:9])[C:5]([CH3:10])=[CH:4][N:3]=1.[NH2:11][C@@H:12]1[CH2:17][CH2:16][C@H:15]([CH2:18][NH:19][C:20](=[O:35])[C:21]2[CH:26]=[C:25]([C:27]([F:30])([F:29])[F:28])[CH:24]=[C:23]([C:31]([F:34])([F:33])[F:32])[CH:22]=2)[CH2:14][CH2:13]1.C(O)(C(F)(F)F)=O.CCN(C(C)C)C(C)C.Cl.C(OCC)C. Product: [ClH:1].[CH3:10][C:5]1[C:6]([NH:8][CH3:9])=[N:7][C:2]([NH:11][C@@H:12]2[CH2:13][CH2:14][C@H:15]([CH2:18][NH:19][C:20](=[O:35])[C:21]3[CH:26]=[C:25]([C:27]([F:29])([F:30])[F:28])[CH:24]=[C:23]([C:31]([F:32])([F:33])[F:34])[CH:22]=3)[CH2:16][CH2:17]2)=[N:3][CH:4]=1. The catalyst class is: 41. (5) Reactant: [Cl:1][C:2]1[CH:7]=[C:6]([N:8]2[C:12]3=[N:13][CH:14]=[CH:15][CH:16]=[C:11]3[N:10]=[CH:9]2)[CH:5]=[C:4]([Cl:17])[C:3]=1[CH2:18][C:19](O)=[O:20].[CH2:22]([N:24]([CH2:27][C:28]1[CH:33]=[CH:32][C:31]([NH2:34])=[CH:30][C:29]=1[C:35]([F:38])([F:37])[F:36])[CH2:25][CH3:26])[CH3:23]. Product: [Cl:1][C:2]1[CH:7]=[C:6]([N:8]2[C:12]3=[N:13][CH:14]=[CH:15][CH:16]=[C:11]3[N:10]=[CH:9]2)[CH:5]=[C:4]([Cl:17])[C:3]=1[CH2:18][C:19]([NH:34][C:31]1[CH:32]=[CH:33][C:28]([CH2:27][N:24]([CH2:22][CH3:23])[CH2:25][CH3:26])=[C:29]([C:35]([F:36])([F:37])[F:38])[CH:30]=1)=[O:20]. The catalyst class is: 61. (6) Reactant: [O:1]=[C:2]1[CH2:6][CH2:5][CH2:4][N:3]1[C:7]1[CH:8]=[CH:9][C:10]([O:13][C:14]2[CH:31]=[CH:30][C:17]3[CH2:18][CH2:19][N:20](C(OC(C)(C)C)=O)[CH2:21][CH2:22][C:16]=3[CH:15]=2)=[N:11][CH:12]=1.Cl. Product: [CH2:18]1[C:17]2[CH:30]=[CH:31][C:14]([O:13][C:10]3[N:11]=[CH:12][C:7]([N:3]4[CH2:4][CH2:5][CH2:6][C:2]4=[O:1])=[CH:8][CH:9]=3)=[CH:15][C:16]=2[CH2:22][CH2:21][NH:20][CH2:19]1. The catalyst class is: 269. (7) Reactant: Br[CH2:2][C:3]1[CH:4]=[CH:5][C:6]([F:12])=[C:7]([CH2:9][CH2:10][OH:11])[CH:8]=1.FC(F)(F)C(O)=O.[CH2:20]([C:22]1[S:26][CH:25]=[C:24]([C:27]([N:29]2[CH2:34][C:33]3([CH2:39][CH2:38][NH:37][CH2:36][CH2:35]3)[O:32][CH2:31][CH2:30]2)=[O:28])[CH:23]=1)[CH3:21].C(N(CC)CC)C. Product: [CH2:20]([C:22]1[S:26][CH:25]=[C:24]([C:27]([N:29]2[CH2:34][C:33]3([CH2:39][CH2:38][N:37]([CH2:2][C:3]4[CH:4]=[CH:5][C:6]([F:12])=[C:7]([CH2:9][CH2:10][OH:11])[CH:8]=4)[CH2:36][CH2:35]3)[O:32][CH2:31][CH2:30]2)=[O:28])[CH:23]=1)[CH3:21]. The catalyst class is: 10. (8) Reactant: [Cl:1][C:2]1[CH:7]=[CH:6][CH:5]=[CH:4][C:3]=1[OH:8].C(=O)([O-])[O-].[Cs+].[Cs+].[C:15]([O:19][C:20]([N:22]1[CH2:27][CH2:26][CH:25](OS(C)(=O)=O)[CH2:24][CH2:23]1)=[O:21])([CH3:18])([CH3:17])[CH3:16]. Product: [C:15]([O:19][C:20]([N:22]1[CH2:27][CH2:26][CH:25]([O:8][C:3]2[CH:4]=[CH:5][CH:6]=[CH:7][C:2]=2[Cl:1])[CH2:24][CH2:23]1)=[O:21])([CH3:18])([CH3:16])[CH3:17]. The catalyst class is: 3. (9) Reactant: C1(C)C=CC(S([O-])(=O)=O)=CC=1.[NH+]1C=CC=CC=1.[C:18]([O:21][CH:22]1[C:23]([O:66]C(OCC)C)([CH3:65])[CH2:24][CH2:25][CH:26]([O:58][C:59](=[O:64])[CH2:60][O:61][CH2:62][CH3:63])[CH2:27][C:28]([O:30][CH:31](/[C:36](/[CH3:57])=[CH:37]/[CH:38]=[CH:39]/[CH:40]([CH3:56])[CH2:41][CH:42]2[O:55][CH:43]2[CH:44]([CH3:54])[CH:45]([O:48]C(OCC)C)[CH2:46][CH3:47])[CH:32]([CH3:35])[CH:33]=[CH:34]1)=[O:29])(=[O:20])[CH3:19]. Product: [C:18]([O:21][CH:22]1[C:23]([OH:66])([CH3:65])[CH2:24][CH2:25][CH:26]([O:58][C:59](=[O:64])[CH2:60][O:61][CH2:62][CH3:63])[CH2:27][C:28]([O:30][CH:31](/[C:36](/[CH3:57])=[CH:37]/[CH:38]=[CH:39]/[CH:40]([CH3:56])[CH2:41][CH:42]2[O:55][CH:43]2[CH:44]([CH3:54])[CH:45]([OH:48])[CH2:46][CH3:47])[CH:32]([CH3:35])[CH:33]=[CH:34]1)=[O:29])(=[O:20])[CH3:19]. The catalyst class is: 125.